Dataset: Catalyst prediction with 721,799 reactions and 888 catalyst types from USPTO. Task: Predict which catalyst facilitates the given reaction. (1) Reactant: [O:1]([C:8]1[C:9]([NH:21][C:22]2[S:26][N:25]=[C:24]([CH:27]3[CH2:32][CH2:31][N:30](C(OC(C)(C)C)=O)[CH2:29][CH2:28]3)[N:23]=2)=[N:10][CH:11]=[C:12]([S:14][C:15]2[CH:20]=[CH:19][CH:18]=[CH:17][N:16]=2)[CH:13]=1)[C:2]1[CH:7]=[CH:6][CH:5]=[CH:4][CH:3]=1.C(Cl)[Cl:41].CO. Product: [ClH:41].[ClH:41].[ClH:41].[O:1]([C:8]1[C:9]([NH:21][C:22]2[S:26][N:25]=[C:24]([CH:27]3[CH2:32][CH2:31][NH:30][CH2:29][CH2:28]3)[N:23]=2)=[N:10][CH:11]=[C:12]([S:14][C:15]2[CH:20]=[CH:19][CH:18]=[CH:17][N:16]=2)[CH:13]=1)[C:2]1[CH:7]=[CH:6][CH:5]=[CH:4][CH:3]=1. The catalyst class is: 89. (2) Reactant: [CH3:1][C:2]1[C:11]2[C:6](=[CH:7][CH:8]=[CH:9][CH:10]=2)[N:5]=[CH:4][CH:3]=1.[Li].[F:13][C:14]1([C:17](=[O:29])[CH2:18][C:19]([C:22]2[CH:27]=[CH:26][C:25]([F:28])=[CH:24][CH:23]=2)([CH3:21])[CH3:20])[CH2:16][CH2:15]1. Product: [F:13][C:14]1([C:17]([OH:29])([CH2:18][C:19]([C:22]2[CH:23]=[CH:24][C:25]([F:28])=[CH:26][CH:27]=2)([CH3:21])[CH3:20])[CH2:1][C:2]2[C:11]3[C:6](=[CH:7][CH:8]=[CH:9][CH:10]=3)[N:5]=[CH:4][CH:3]=2)[CH2:15][CH2:16]1. The catalyst class is: 1. (3) Reactant: [NH2:1][C:2]1[CH:3]=[C:4]([CH:21]=[CH:22][C:23]=1[NH2:24])[O:5][CH2:6][CH2:7][N:8]1[CH2:13][CH2:12][N:11]([C:14]([O:16][C:17]([CH3:20])([CH3:19])[CH3:18])=[O:15])[CH2:10][CH2:9]1.O.[Br].[N:27]#[C:28]C#N. The catalyst class is: 15. Product: [NH2:27][C:28]1[NH:24][C:23]2[CH:22]=[CH:21][C:4]([O:5][CH2:6][CH2:7][N:8]3[CH2:13][CH2:12][N:11]([C:14]([O:16][C:17]([CH3:20])([CH3:19])[CH3:18])=[O:15])[CH2:10][CH2:9]3)=[CH:3][C:2]=2[N:1]=1. (4) Reactant: Cl[C:2](=[O:7])[C:3]([O:5][CH3:6])=[O:4].[NH2:8][C:9]1[CH:26]=[CH:25][C:12]([O:13][CH:14]2[CH2:19][CH2:18][CH:17]([C:20]([O:22][CH2:23][CH3:24])=[O:21])[CH2:16][CH2:15]2)=[CH:11][CH:10]=1.N1C=CC=CC=1. Product: [CH3:6][O:5][C:3](=[O:4])[C:2]([NH:8][C:9]1[CH:10]=[CH:11][C:12]([O:13][C@H:14]2[CH2:19][CH2:18][C@H:17]([C:20]([O:22][CH2:23][CH3:24])=[O:21])[CH2:16][CH2:15]2)=[CH:25][CH:26]=1)=[O:7]. The catalyst class is: 2. (5) Reactant: [F:1][C:2]1[C:7]([O:8][CH3:9])=[CH:6][C:5]([O:10][CH3:11])=[C:4]([F:12])[C:3]=1[N:13]1[CH2:18][C:17]2[CH:19]=[N:20][C:21]3[NH:25][N:24]=[C:23](/[CH:26]=[CH:27]\OCC)[C:22]=3[C:16]=2[N:15]([CH3:31])[C:14]1=[O:32].[NH:33]1[CH2:38][CH2:37][O:36][CH2:35][CH2:34]1.C([BH3-])#N.[Na+]. Product: [F:1][C:2]1[C:7]([O:8][CH3:9])=[CH:6][C:5]([O:10][CH3:11])=[C:4]([F:12])[C:3]=1[N:13]1[CH2:18][C:17]2[CH:19]=[N:20][C:21]3[NH:25][N:24]=[C:23]([CH2:26][CH2:27][N:33]4[CH2:38][CH2:37][O:36][CH2:35][CH2:34]4)[C:22]=3[C:16]=2[N:15]([CH3:31])[C:14]1=[O:32]. The catalyst class is: 5. (6) Reactant: C[O:2][C:3]([C:5]1([CH2:13][NH:14][C:15]([O:17][C:18]([CH3:21])([CH3:20])[CH3:19])=[O:16])[C:7]2([CH2:12][CH2:11][CH2:10][CH2:9][CH2:8]2)[CH2:6]1)=O.C1C=CC2N(O)N=[N:28]C=2C=1.CN1CCOCC1.C(Cl)CCl.[OH-].[NH4+]. Product: [C:18]([O:17][C:15](=[O:16])[NH:14][CH2:13][C:5]1([C:3](=[O:2])[NH2:28])[C:7]2([CH2:12][CH2:11][CH2:10][CH2:9][CH2:8]2)[CH2:6]1)([CH3:21])([CH3:20])[CH3:19]. The catalyst class is: 1. (7) Reactant: [Br:1][C:2]1[CH:3]=[N:4][CH:5]=[C:6]([OH:8])[CH:7]=1.C(=O)([O-])[O-].[K+].[K+].[CH3:15][O:16][CH2:17][CH2:18]Br. Product: [Br:1][C:2]1[CH:3]=[N:4][CH:5]=[C:6]([O:8][CH2:18][CH2:17][O:16][CH3:15])[CH:7]=1. The catalyst class is: 3.